This data is from Reaction yield outcomes from USPTO patents with 853,638 reactions. The task is: Predict the reaction yield, written as a fraction of the theoretical maximum amount of product (1.0 means a 100% yield; for example, 0.34 means a 34% yield). The reactants are C([O:3][C:4]1[CH:5]=[C:6]2[C:11](=[CH:12][C:13]=1[O:14][CH2:15][CH3:16])[N:10]=[CH:9][NH:8][C:7]2=[O:17])C.CS(O)(=O)=O.N[C@H](C(O)=O)CCSC.[OH-].[Na+]. The catalyst is O. The product is [CH2:15]([O:14][C:13]1[CH:12]=[C:11]2[C:6]([C:7](=[O:17])[NH:8][CH:9]=[N:10]2)=[CH:5][C:4]=1[OH:3])[CH3:16]. The yield is 0.920.